From a dataset of Catalyst prediction with 721,799 reactions and 888 catalyst types from USPTO. Predict which catalyst facilitates the given reaction. (1) Reactant: [Br:1][C:2]1[N:7]=[C:6]2[C:8]([C:11]([OH:13])=O)=[CH:9][NH:10][C:5]2=[N:4][CH:3]=1.[CH3:14][C:15]([NH2:18])([CH3:17])[CH3:16].CCN=C=NCCCN(C)C.O. Product: [Br:1][C:2]1[N:7]=[C:6]2[C:8]([C:11]([NH:18][C:15]([CH3:17])([CH3:16])[CH3:14])=[O:13])=[CH:9][NH:10][C:5]2=[N:4][CH:3]=1. The catalyst class is: 241. (2) Reactant: C[Si](C)(C)N[Si](C)(C)C.[Li].[Cl:11][C:12]1[CH:13]=[C:14]([CH:27]=[CH:28][C:29]=1[Cl:30])[CH2:15][N:16]1[C:21](=[O:22])[CH:20]=[C:19]2[S:23][CH:24]=[CH:25][N:18]2[C:17]1=[O:26].[CH2:31]([N:38]=[C:39]=[O:40])[C:32]1[CH:37]=[CH:36][CH:35]=[CH:34][CH:33]=1.[Cl-].[NH4+]. Product: [CH2:31]([NH:38][C:39]([C:24]1[S:23][C:19]2[N:18]([C:17](=[O:26])[N:16]([CH2:15][C:14]3[CH:27]=[CH:28][C:29]([Cl:30])=[C:12]([Cl:11])[CH:13]=3)[C:21](=[O:22])[CH:20]=2)[CH:25]=1)=[O:40])[C:32]1[CH:37]=[CH:36][CH:35]=[CH:34][CH:33]=1. The catalyst class is: 765. (3) Reactant: Cl[C:2]1[CH:3]=[CH:4][C:5]2[N:6]([C:8]([C:16]3[CH:21]=[CH:20][N:19]=[CH:18][CH:17]=3)=[C:9]([C:11]3[S:12][CH:13]=[CH:14][CH:15]=3)[N:10]=2)[N:7]=1.[CH3:22][C:23]([OH:32])([CH3:31])[CH2:24][N:25]1[CH2:30][CH2:29][NH:28][CH2:27][CH2:26]1.C(N(C(C)C)CC)(C)C.Cl. Product: [CH3:31][C:23]([OH:32])([CH3:22])[CH2:24][N:25]1[CH2:26][CH2:27][N:28]([C:2]2[CH:3]=[CH:4][C:5]3[N:6]([C:8]([C:16]4[CH:21]=[CH:20][N:19]=[CH:18][CH:17]=4)=[C:9]([C:11]4[S:12][CH:13]=[CH:14][CH:15]=4)[N:10]=3)[N:7]=2)[CH2:29][CH2:30]1. The catalyst class is: 709. (4) Reactant: [N:1]([C@@H:4]1[CH2:9][CH2:8][CH2:7][CH2:6][C@H:5]1OS(C1C=CC([N+]([O-])=O)=CC=1)(=O)=O)=[N+:2]=[N-:3].[Cl:23][C:24]1[CH:36]=[CH:35][C:27]([CH2:28][CH:29]2[CH2:34][CH2:33][NH:32][CH2:31][CH2:30]2)=[CH:26][CH:25]=1.CCN(CC)CC. Product: [N:1]([C@H:4]1[CH2:9][CH2:8][CH2:7][CH2:6][C@H:5]1[N:32]1[CH2:33][CH2:34][CH:29]([CH2:28][C:27]2[CH:26]=[CH:25][C:24]([Cl:23])=[CH:36][CH:35]=2)[CH2:30][CH2:31]1)=[N+:2]=[N-:3]. The catalyst class is: 23. (5) Product: [P:4]([O:6][CH2:7][CH3:8])([O:3][CH2:1][CH3:2])([O:9][CH2:57][C:50]1[CH:51]=[C:52]([F:56])[C:53]([F:55])=[CH:54][C:49]=1[C:33]1[CH:34]=[C:35]2[C:30](=[CH:31][CH:32]=1)[N:29]=[C:28]([NH2:27])[N:37]=[C:36]2[C:38]([N:40]1[CH2:41][C:42]2[C:47](=[CH:46][CH:45]=[CH:44][CH:43]=2)[CH2:48]1)=[O:39])=[O:5]. The catalyst class is: 10. Reactant: [CH2:1]([O:3][P:4]([O-:9])([O:6][CH2:7][CH3:8])=[O:5])[CH3:2].C([N+](CCCC)(CCCC)CCCC)CCC.[NH2:27][C:28]1[N:37]=[C:36]([C:38]([N:40]2[CH2:48][C:47]3[C:42](=[CH:43][CH:44]=[CH:45][CH:46]=3)[CH2:41]2)=[O:39])[C:35]2[C:30](=[CH:31][CH:32]=[C:33]([C:49]3[CH:54]=[C:53]([F:55])[C:52]([F:56])=[CH:51][C:50]=3[CH2:57]Cl)[CH:34]=2)[N:29]=1. (6) The catalyst class is: 24. Reactant: FC1C=C2C(=CC=1)N(CC(OC)=O)C(C)=C2CC1C=CC(=O)NC=1.[C:25]([NH:28][C:29]1[CH:37]=[CH:36][CH:35]=[C:34]2[C:30]=1[CH:31]=[C:32]([CH3:44])[N:33]2[CH2:38][C:39]([O:41]CC)=[O:40])(=[O:27])[CH3:26].[F:45][C:46]1[CH:61]=[C:60]([F:62])[CH:59]=[CH:58][C:47]=1[CH2:48][N:49]1[C:54](=[O:55])[CH:53]=[CH:52][C:51]([CH:56]=O)=[N:50]1.C([SiH](CC)CC)C.FC(F)(F)C(O)=O.O.[OH-].[Li+].Cl. Product: [C:25]([NH:28][C:29]1[CH:37]=[CH:36][CH:35]=[C:34]2[C:30]=1[C:31]([CH2:56][C:51]1[CH:52]=[CH:53][C:54](=[O:55])[N:49]([CH2:48][C:47]3[CH:58]=[CH:59][C:60]([F:62])=[CH:61][C:46]=3[F:45])[N:50]=1)=[C:32]([CH3:44])[N:33]2[CH2:38][C:39]([OH:41])=[O:40])(=[O:27])[CH3:26]. (7) Reactant: [NH2:1][C:2]1[CH:7]=[CH:6][CH:5]=[CH:4][C:3]=1[NH:8][S:9]([C:12]1[S:16][C:15]2[CH:17]=[CH:18][CH:19]=[CH:20][C:14]=2[CH:13]=1)(=[O:11])=[O:10].[Cl:21][C:22]([C:28]1[CH:29]=[CH:30][C:31]([O:38][CH3:39])=[C:32]([S:34](Cl)(=[O:36])=[O:35])[CH:33]=1)([Cl:27])[C:23]([F:26])([F:25])[F:24]. Product: [Cl:21][C:22]([C:28]1[CH:29]=[CH:30][C:31]([O:38][CH3:39])=[C:32]([S:34]([NH:1][C:2]2[CH:7]=[CH:6][CH:5]=[CH:4][C:3]=2[NH:8][S:9]([C:12]2[S:16][C:15]3[CH:17]=[CH:18][CH:19]=[CH:20][C:14]=3[CH:13]=2)(=[O:11])=[O:10])(=[O:36])=[O:35])[CH:33]=1)([Cl:27])[C:23]([F:26])([F:25])[F:24]. The catalyst class is: 202. (8) Reactant: [Cl:1][C:2]1[C:16]([F:17])=[CH:15][C:5]2[NH:6][C:7]([CH:9]([OH:14])[C:10]([F:13])([F:12])[F:11])=[N:8][C:4]=2[CH:3]=1.CC1(C)N([O-])C(C)(C)CC(OC)C1.[Br-].[K+].Cl[O-].[Na+]. Product: [Cl:1][C:2]1[C:16]([F:17])=[CH:15][C:5]2[NH:6][C:7]([C:9](=[O:14])[C:10]([F:13])([F:11])[F:12])=[N:8][C:4]=2[CH:3]=1. The catalyst class is: 299.